Dataset: Peptide-MHC class I binding affinity with 185,985 pairs from IEDB/IMGT. Task: Regression. Given a peptide amino acid sequence and an MHC pseudo amino acid sequence, predict their binding affinity value. This is MHC class I binding data. The peptide sequence is IQGKNKRKRV. The MHC is HLA-A02:01 with pseudo-sequence HLA-A02:01. The binding affinity (normalized) is 0.